This data is from Catalyst prediction with 721,799 reactions and 888 catalyst types from USPTO. The task is: Predict which catalyst facilitates the given reaction. (1) Reactant: [CH3:1][O:2][C:3]1[C:4]([NH2:9])=[CH:5][CH:6]=[CH:7][CH:8]=1.ClCCl.N1C=CC=CC=1.[F:19][C:20]([F:31])([F:30])[C:21](O[C:21](=[O:22])[C:20]([F:31])([F:30])[F:19])=[O:22]. Product: [F:19][C:20]([F:31])([F:30])[C:21]([NH:9][C:4]1[CH:5]=[CH:6][CH:7]=[CH:8][C:3]=1[O:2][CH3:1])=[O:22]. The catalyst class is: 195. (2) Reactant: [CH3:1][O:2][C:3](=[O:20])[C:4]([CH3:19])([NH:6][C:7](OC1C=CC([N+]([O-])=O)=CC=1)=[O:8])[CH3:5].Cl.[C:22]1([C@H:28]2[CH2:32][CH2:31][NH:30][CH2:29]2)[CH:27]=[CH:26][CH:25]=[CH:24][CH:23]=1. Product: [CH3:1][O:2][C:3](=[O:20])[C:4]([CH3:19])([NH:6][C:7]([N:30]1[CH2:31][CH2:32][C@H:28]([C:22]2[CH:27]=[CH:26][CH:25]=[CH:24][CH:23]=2)[CH2:29]1)=[O:8])[CH3:5]. The catalyst class is: 258. (3) Reactant: [C:1]([CH2:3][C:4]([NH:6][CH2:7][CH2:8][CH:9]([NH:13][C:14](=[O:18])[CH2:15][C:16]#[N:17])[CH2:10][CH2:11][CH3:12])=[O:5])#[N:2].[OH:19][C:20]1[CH:21]=[C:22]([CH:25]=[C:26]([OH:29])[C:27]=1[OH:28])[CH:23]=O. Product: [C:1]([C:3](=[CH:23][C:22]1[CH:21]=[C:20]([OH:19])[C:27]([OH:28])=[C:26]([OH:29])[CH:25]=1)[C:4]([NH:6][CH2:7][CH2:8][CH:9]([NH:13][C:14](=[O:18])[C:15]([C:16]#[N:17])=[CH:23][C:22]1[CH:21]=[C:20]([OH:19])[C:27]([OH:28])=[C:26]([OH:29])[CH:25]=1)[CH2:10][CH2:11][CH3:12])=[O:5])#[N:2]. The catalyst class is: 495. (4) Reactant: C[O:2][C:3](=[O:29])[C:4]1[CH:9]=[CH:8][C:7]([C:10]2[N:11]=[C:12](Cl)[C:13]3[C:14](=[CH:16][N:17](CC4C=CC(OC)=CC=4)[N:18]=3)[N:15]=2)=[CH:6][CH:5]=1.[CH3:30][N:31]1[CH2:36][CH2:35][N:34]([C:37]2[CH:43]=[CH:42][C:40]([NH2:41])=[CH:39][CH:38]=2)[CH2:33][CH2:32]1.Cl. Product: [CH3:30][N:31]1[CH2:32][CH2:33][N:34]([C:37]2[CH:43]=[CH:42][C:40]([NH:41][C:12]3[C:13]4[NH:18][N:17]=[CH:16][C:14]=4[N:15]=[C:10]([C:7]4[CH:6]=[CH:5][C:4]([C:3]([OH:2])=[O:29])=[CH:9][CH:8]=4)[N:11]=3)=[CH:39][CH:38]=2)[CH2:35][CH2:36]1. The catalyst class is: 71. (5) Product: [NH4+:20].[Cl:1][C:2]1[CH:3]=[C:4]([O:8][P:9]([CH2:19][NH:20][S:21]([C:24]2[S:25][CH:26]=[CH:27][CH:28]=2)(=[O:23])=[O:22])(=[O:10])[O-:18])[CH:5]=[CH:6][CH:7]=1. Reactant: [Cl:1][C:2]1[CH:3]=[C:4]([O:8][P:9]([CH2:19][NH:20][S:21]([C:24]2[S:25][CH:26]=[CH:27][CH:28]=2)(=[O:23])=[O:22])(=[O:18])[O:10]C2C=CC=C(Cl)C=2)[CH:5]=[CH:6][CH:7]=1.[OH-].[Na+].O. The catalyst class is: 12.